This data is from Retrosynthesis with 50K atom-mapped reactions and 10 reaction types from USPTO. The task is: Predict the reactants needed to synthesize the given product. (1) Given the product CCN(Cc1sc(-c2nc(-c3cc(C)c(OC[C@@H](O)CNC(=O)CO)c(C)c3)no2)cc1C)C(C)C, predict the reactants needed to synthesize it. The reactants are: CCI.Cc1cc(-c2nc(-c3cc(C)c(OC[C@@H](O)CNC(=O)CO)c(C)c3)no2)sc1CNC(C)C. (2) Given the product C=C[C@@H]1C[C@]1(NC(=O)[C@@H]1C[C@@H](Oc2cc(-c3csc(NC(C)C)n3)nc3cc(OC)ccc23)CN1C(=O)OC(C)(C)C)C(=O)NS(=O)(=O)c1ccccc1NCCCCN(C)CCCC(=O)OC, predict the reactants needed to synthesize it. The reactants are: C=C[C@@H]1C[C@]1(N)C(=O)NS(=O)(=O)c1ccccc1NCCCCN(C)CCCC(=O)OC.COc1ccc2c(O[C@@H]3C[C@@H](C(=O)O)N(C(=O)OC(C)(C)C)C3)cc(-c3csc(NC(C)C)n3)nc2c1. (3) Given the product COc1ccc(NC(=O)c2cc(C(N)=O)ccc2OC)c(OC)c1, predict the reactants needed to synthesize it. The reactants are: COc1ccc(C(N)=O)cc1C(=O)O.COc1ccc(N)c(OC)c1. (4) The reactants are: CN(C)CCCN(c1ccccc1C(=O)c1ccccc1)c1ncccc1[N+](=O)[O-]. Given the product CN(C)CCCN(c1ccccc1C(=O)c1ccccc1)c1ncccc1N, predict the reactants needed to synthesize it. (5) Given the product O=c1c2nc(CBr)n(-c3ccccc3)c2nc(-c2ccc(-c3ccccc3)cc2)n1-c1ccc(Cl)cc1, predict the reactants needed to synthesize it. The reactants are: Cc1nc2c(=O)n(-c3ccc(Cl)cc3)c(-c3ccc(-c4ccccc4)cc3)nc2n1-c1ccccc1.O=C1CCC(=O)N1Br. (6) Given the product OC1CCC(c2cccc(F)c2)CC1, predict the reactants needed to synthesize it. The reactants are: O=C1CCC(c2cccc(F)c2)CC1. (7) Given the product COc1ccc(/C=C/c2nc(-c3ccc(Cl)cc3Cl)cn2CC(=O)NCC(C)C)cc1, predict the reactants needed to synthesize it. The reactants are: CC(C)CN.COc1ccc(/C=C/c2nc(-c3ccc(Cl)cc3Cl)cn2CC(=O)O)cc1. (8) Given the product COC(=O)c1cc(-c2ccc(F)cc2F)ccc1NC(=O)COCC(=O)N1CCN(C(c2ccccc2)c2ccccc2)CC1, predict the reactants needed to synthesize it. The reactants are: CC1(C)OB(c2ccc(F)cc2F)OC1(C)C.COC(=O)c1cc(Br)ccc1NC(=O)COCC(=O)N1CCN(C(c2ccccc2)c2ccccc2)CC1. (9) Given the product Brc1ccsc1CN1CCOCC1, predict the reactants needed to synthesize it. The reactants are: C1COCCN1.O=Cc1sccc1Br.